Dataset: Full USPTO retrosynthesis dataset with 1.9M reactions from patents (1976-2016). Task: Predict the reactants needed to synthesize the given product. (1) The reactants are: [Br:1][C:2]1[CH:3]=[CH:4][C:5]([NH:8][C:9](=[O:17])OC2C=CC=CC=2)=[N:6][CH:7]=1.[CH3:18][NH2:19].C1COCC1. Given the product [Br:1][C:2]1[CH:3]=[CH:4][C:5]([NH:8][C:9]([NH:19][CH3:18])=[O:17])=[N:6][CH:7]=1, predict the reactants needed to synthesize it. (2) Given the product [NH:15]1[C:23]2[C:18](=[CH:19][CH:20]=[CH:21][CH:22]=2)[C:17]([CH2:24][CH2:25][N:26]([CH3:27])[C:8]([CH:7]([CH2:11][CH:12]([CH3:14])[CH3:13])[CH2:6][C:4]([O:3][CH2:1][CH3:2])=[O:5])=[O:10])=[CH:16]1, predict the reactants needed to synthesize it. The reactants are: [CH2:1]([O:3][C:4]([CH2:6][CH:7]([CH2:11][CH:12]([CH3:14])[CH3:13])[C:8]([OH:10])=O)=[O:5])[CH3:2].[NH:15]1[C:23]2[C:18](=[CH:19][CH:20]=[CH:21][CH:22]=2)[C:17]([CH2:24][CH2:25][NH:26][CH3:27])=[CH:16]1.C1C=CC2N(O)N=NC=2C=1.C(Cl)CCl.CN1CCOCC1. (3) Given the product [F:19][C:20]1[CH:27]=[C:26]([F:28])[CH:25]=[CH:24][C:21]=1[CH2:22][N:7]1[C:8]([CH2:10][CH2:11][C:12]([O:14][CH2:15][CH3:16])=[O:13])=[CH:9][C:5]([O:4][CH:1]([CH3:3])[CH3:2])=[N:6]1, predict the reactants needed to synthesize it. The reactants are: [CH:1]([O:4][C:5]1[CH:9]=[C:8]([CH2:10][CH2:11][C:12]([O:14][CH2:15][CH3:16])=[O:13])[NH:7][N:6]=1)([CH3:3])[CH3:2].[H-].[Na+].[F:19][C:20]1[CH:27]=[C:26]([F:28])[CH:25]=[CH:24][C:21]=1[CH2:22]Br.Cl.